Task: Predict which catalyst facilitates the given reaction.. Dataset: Catalyst prediction with 721,799 reactions and 888 catalyst types from USPTO (1) Reactant: [NH2:1][C:2]1[CH:7]=[CH:6][C:5]([N:8]([CH2:11][CH2:12][C:13]2[CH:18]=[CH:17][CH:16]=[CH:15][N:14]=2)[CH:9]=[O:10])=[CH:4][CH:3]=1.[CH3:19][C:20]1[N:25]=[C:24]([N:26]2[CH2:31][CH2:30][CH:29]([CH3:32])[CH2:28][CH2:27]2)[C:23]([C:33](O)=[O:34])=[CH:22][N:21]=1.F[P-](F)(F)(F)(F)F.N1(O[P+](N2CCCC2)(N2CCCC2)N2CCCC2)C2C=CC=CC=2N=N1.C(N(C(C)C)CC)(C)C.Cl. Product: [CH:9]([N:8]([CH2:11][CH2:12][C:13]1[CH:18]=[CH:17][CH:16]=[CH:15][N:14]=1)[C:5]1[CH:6]=[CH:7][C:2]([NH:1][C:33]([C:23]2[C:24]([N:26]3[CH2:31][CH2:30][CH:29]([CH3:32])[CH2:28][CH2:27]3)=[N:25][C:20]([CH3:19])=[N:21][CH:22]=2)=[O:34])=[CH:3][CH:4]=1)=[O:10]. The catalyst class is: 255. (2) Reactant: [OH:1][C:2]([CH3:13])([C:8]#[C:9][CH:10]([CH3:12])[CH3:11])[C:3]([O:5]CC)=[O:4].O.[OH-].[Na+].Cl. Product: [OH:1][C:2]([CH3:13])([C:8]#[C:9][CH:10]([CH3:11])[CH3:12])[C:3]([OH:5])=[O:4]. The catalyst class is: 1. (3) Reactant: CC1(C)OB([C:7]2[CH:8]=[N:9][C:10]([C:13]([F:16])([F:15])[F:14])=[N:11][CH:12]=2)OC1(C)C.Cl[C:21]1[N:26]=[C:25]([NH2:27])[C:24]([C:28]([F:31])([F:30])[F:29])=[CH:23][N:22]=1.C(=O)([O-])[O-].[K+].[K+].O. Product: [F:16][C:13]([F:14])([F:15])[C:10]1[N:11]=[CH:12][C:7]([C:21]2[N:26]=[C:25]([NH2:27])[C:24]([C:28]([F:31])([F:29])[F:30])=[CH:23][N:22]=2)=[CH:8][N:9]=1. The catalyst class is: 439. (4) Reactant: [CH3:1][N:2]1[CH:6]([C:7]([O:9]C)=[O:8])[CH2:5][NH:4][C:3]1=[O:11].[H-].[Na+].I[CH:15]([CH3:17])[CH3:16].[OH-].[Li+].Cl. Product: [CH3:1][N:2]1[CH:6]([C:7]([OH:9])=[O:8])[CH2:5][N:4]([CH:15]([CH3:17])[CH3:16])[C:3]1=[O:11]. The catalyst class is: 35. (5) Reactant: [CH3:1][C:2]1[S:3][C:4]([CH3:12])=[CH:5][C:6]=1/[CH:7]=[CH:8]/[C:9](O)=[O:10].S(Cl)([Cl:15])=O. Product: [CH3:1][C:2]1[S:3][C:4]([CH3:12])=[CH:5][C:6]=1/[CH:7]=[CH:8]/[C:9]([Cl:15])=[O:10]. The catalyst class is: 48. (6) Reactant: FC(F)(F)C(O)=O.[C:8]([O:12][CH:13]([C:18]1[C:23]([CH3:24])=[CH:22][CH:21]=[C:20]([O:25]CC2C=CC(OC)=CC=2)[C:19]=1[C:35]1[CH:40]=[CH:39][C:38]([N+:41]([O-:43])=[O:42])=[CH:37][CH:36]=1)[C:14]([O:16][CH3:17])=[O:15])([CH3:11])([CH3:10])[CH3:9]. Product: [C:8]([O:12][CH:13]([C:18]1[C:23]([CH3:24])=[CH:22][CH:21]=[C:20]([OH:25])[C:19]=1[C:35]1[CH:36]=[CH:37][C:38]([N+:41]([O-:43])=[O:42])=[CH:39][CH:40]=1)[C:14]([O:16][CH3:17])=[O:15])([CH3:11])([CH3:9])[CH3:10]. The catalyst class is: 4. (7) Reactant: [CH2:1]([O:8][C:9]([NH:11][C@H:12]([CH2:17][OH:18])[C:13]([O:15][CH3:16])=[O:14])=[O:10])[C:2]1[CH:7]=[CH:6][CH:5]=[CH:4][CH:3]=1.S(=O)(=O)(O)O.S([O-])([O-])(=O)=O.[Na+].[Na+]. Product: [CH2:1]([O:8][C:9]([NH:11][C@H:12]([CH2:17][O:18][C:2]([CH3:7])([CH3:3])[CH3:1])[C:13]([O:15][CH3:16])=[O:14])=[O:10])[C:2]1[CH:3]=[CH:4][CH:5]=[CH:6][CH:7]=1. The catalyst class is: 2. (8) Reactant: [OH-].[Cr+3:2].[OH-].[OH-].[C:5]([OH:10])(=[O:9])[C:6]([OH:8])=[O:7]. Product: [C:5]([O-:10])(=[O:9])[C:6]([O-:8])=[O:7].[Cr+3:2].[C:5]([O-:10])(=[O:9])[C:6]([O-:8])=[O:7].[C:5]([O-:10])(=[O:9])[C:6]([O-:8])=[O:7].[Cr+3:2]. The catalyst class is: 6.